This data is from Catalyst prediction with 721,799 reactions and 888 catalyst types from USPTO. The task is: Predict which catalyst facilitates the given reaction. (1) Product: [C:1]([O:5][C:6]([N:8]1[CH2:13][C@H:12]([CH2:14][N:15]2[CH2:20][CH2:19][O:18][CH2:17][C@H:16]2[CH3:21])[N:11]([CH2:22][C:23]([OH:25])=[O:24])[CH2:10][C@H:9]1[CH3:33])=[O:7])([CH3:2])([CH3:3])[CH3:4]. The catalyst class is: 50. Reactant: [C:1]([O:5][C:6]([N:8]1[CH2:13][C@H:12]([CH2:14][N:15]2[CH2:20][CH2:19][O:18][CH2:17][C@H:16]2[CH3:21])[N:11]([CH2:22][C:23]([O:25]CC2C=CC=CC=2)=[O:24])[CH2:10][C@H:9]1[CH3:33])=[O:7])([CH3:4])([CH3:3])[CH3:2]. (2) Reactant: [CH3:1][C:2]1[CH:9]=[CH:8][CH:7]=[CH:6][C:3]=1[CH:4]=O.[C:10](#[N:14])[CH2:11][C:12]#[N:13].C([O-])(=O)C.[NH4+].C(O)(=O)C. Product: [CH3:1][C:2]1[CH:9]=[CH:8][CH:7]=[CH:6][C:3]=1[CH:4]=[C:11]([C:10]#[N:14])[C:12]#[N:13]. The catalyst class is: 252. (3) The catalyst class is: 430. Reactant: F[C:2]1[C:7]([F:8])=[CH:6][CH:5]=[C:4]([F:9])[N:3]=1.[CH3:10][O-:11].[Na+]. Product: [F:8][C:7]1[C:2]([O:11][CH3:10])=[N:3][C:4]([F:9])=[CH:5][CH:6]=1. (4) Reactant: [Br:1][C:2]1[CH:3]=[C:4]([NH2:8])[CH:5]=[N:6][CH:7]=1.C(O[CH:12]=[C:13]([C:19]([O:21][CH2:22][CH3:23])=[O:20])[C:14]([O:16][CH2:17][CH3:18])=[O:15])C. Product: [Br:1][C:2]1[CH:3]=[C:4]([NH:8][CH:12]=[C:13]([C:14]([O:16][CH2:17][CH3:18])=[O:15])[C:19]([O:21][CH2:22][CH3:23])=[O:20])[CH:5]=[N:6][CH:7]=1. The catalyst class is: 11. (5) Reactant: [NH2:1][C:2]1[CH:15]=[CH:14][C:5]([C:6]([NH:8][C:9]2[S:10][CH:11]=[CH:12][N:13]=2)=[O:7])=[CH:4][C:3]=1[O:16][CH3:17].N1C=CC=CC=1.[CH3:24][C:25]([CH3:31])([CH3:30])[CH2:26][C:27](Cl)=[O:28]. Product: [CH3:24][C:25]([CH3:31])([CH3:30])[CH2:26][C:27]([NH:1][C:2]1[CH:15]=[CH:14][C:5]([C:6]([NH:8][C:9]2[S:10][CH:11]=[CH:12][N:13]=2)=[O:7])=[CH:4][C:3]=1[O:16][CH3:17])=[O:28]. The catalyst class is: 825. (6) Reactant: [CH3:1][C:2]1[C:7]([C:8]2[C:16]3[O:15][CH2:14][C@@H:13]([NH:17][C:18]4[CH:30]=[CH:29][C:21]5[C@H:22]([CH2:25][C:26]([OH:28])=[O:27])[CH2:23][O:24][C:20]=5[CH:19]=4)[C:12]=3[CH:11]=[CH:10][CH:9]=2)=[C:6]([CH3:31])[N:5]=[C:4]([N:32]2[CH2:36][CH2:35][CH2:34][CH2:33]2)[N:3]=1.[OH-].[Na+:38].C(#N)C. Product: [CH3:31][C:6]1[C:7]([C:8]2[C:16]3[O:15][CH2:14][C@@H:13]([NH:17][C:18]4[CH:30]=[CH:29][C:21]5[C@H:22]([CH2:25][C:26]([O-:28])=[O:27])[CH2:23][O:24][C:20]=5[CH:19]=4)[C:12]=3[CH:11]=[CH:10][CH:9]=2)=[C:2]([CH3:1])[N:3]=[C:4]([N:32]2[CH2:36][CH2:35][CH2:34][CH2:33]2)[N:5]=1.[Na+:38]. The catalyst class is: 5.